From a dataset of NCI-60 drug combinations with 297,098 pairs across 59 cell lines. Regression. Given two drug SMILES strings and cell line genomic features, predict the synergy score measuring deviation from expected non-interaction effect. (1) Drug 1: CCCCCOC(=O)NC1=NC(=O)N(C=C1F)C2C(C(C(O2)C)O)O. Drug 2: CC1CCC2CC(C(=CC=CC=CC(CC(C(=O)C(C(C(=CC(C(=O)CC(OC(=O)C3CCCCN3C(=O)C(=O)C1(O2)O)C(C)CC4CCC(C(C4)OC)OCCO)C)C)O)OC)C)C)C)OC. Cell line: ACHN. Synergy scores: CSS=-1.38, Synergy_ZIP=-0.701, Synergy_Bliss=-3.27, Synergy_Loewe=-3.33, Synergy_HSA=-3.11. (2) Drug 1: CC12CCC3C(C1CCC2=O)CC(=C)C4=CC(=O)C=CC34C. Drug 2: CCC(=C(C1=CC=CC=C1)C2=CC=C(C=C2)OCCN(C)C)C3=CC=CC=C3.C(C(=O)O)C(CC(=O)O)(C(=O)O)O. Cell line: UACC-257. Synergy scores: CSS=38.1, Synergy_ZIP=3.72, Synergy_Bliss=7.34, Synergy_Loewe=5.18, Synergy_HSA=4.75. (3) Drug 1: CN(C)C1=NC(=NC(=N1)N(C)C)N(C)C. Drug 2: N.N.Cl[Pt+2]Cl. Cell line: TK-10. Synergy scores: CSS=-5.33, Synergy_ZIP=1.83, Synergy_Bliss=-0.137, Synergy_Loewe=-5.14, Synergy_HSA=-4.70. (4) Synergy scores: CSS=0.0690, Synergy_ZIP=4.84, Synergy_Bliss=0.0725, Synergy_Loewe=-7.38, Synergy_HSA=-0.929. Drug 2: CCCCCOC(=O)NC1=NC(=O)N(C=C1F)C2C(C(C(O2)C)O)O. Cell line: OVCAR-5. Drug 1: C1=NC2=C(N=C(N=C2N1C3C(C(C(O3)CO)O)O)F)N. (5) Drug 1: CC1=CC=C(C=C1)C2=CC(=NN2C3=CC=C(C=C3)S(=O)(=O)N)C(F)(F)F. Drug 2: C1C(C(OC1N2C=NC3=C2NC=NCC3O)CO)O. Cell line: MOLT-4. Synergy scores: CSS=5.16, Synergy_ZIP=0.984, Synergy_Bliss=-6.31, Synergy_Loewe=1.26, Synergy_HSA=-1.23. (6) Drug 1: C1CCC(CC1)NC(=O)N(CCCl)N=O. Drug 2: C(CCl)NC(=O)N(CCCl)N=O. Cell line: NCI-H226. Synergy scores: CSS=24.4, Synergy_ZIP=-0.140, Synergy_Bliss=12.4, Synergy_Loewe=8.90, Synergy_HSA=11.6. (7) Synergy scores: CSS=4.53, Synergy_ZIP=-3.54, Synergy_Bliss=-1.19, Synergy_Loewe=-2.71, Synergy_HSA=-1.22. Cell line: MCF7. Drug 1: C1=NC(=NC(=O)N1C2C(C(C(O2)CO)O)O)N. Drug 2: C1C(C(OC1N2C=NC(=NC2=O)N)CO)O. (8) Drug 1: CC1=C2C(C(=O)C3(C(CC4C(C3C(C(C2(C)C)(CC1OC(=O)C(C(C5=CC=CC=C5)NC(=O)OC(C)(C)C)O)O)OC(=O)C6=CC=CC=C6)(CO4)OC(=O)C)O)C)O. Drug 2: CC12CCC3C(C1CCC2OP(=O)(O)O)CCC4=C3C=CC(=C4)OC(=O)N(CCCl)CCCl.[Na+]. Cell line: OVCAR-4. Synergy scores: CSS=43.3, Synergy_ZIP=3.18, Synergy_Bliss=6.04, Synergy_Loewe=-10.8, Synergy_HSA=6.19.